From a dataset of Full USPTO retrosynthesis dataset with 1.9M reactions from patents (1976-2016). Predict the reactants needed to synthesize the given product. (1) Given the product [ClH:13].[Cl:13][CH2:2][C:3]1[N:4]([CH:8]2[CH2:10][CH2:9]2)[CH:5]=[CH:6][N:7]=1, predict the reactants needed to synthesize it. The reactants are: O[CH2:2][C:3]1[N:4]([CH:8]2[CH2:10][CH2:9]2)[CH:5]=[CH:6][N:7]=1.S(Cl)([Cl:13])=O. (2) Given the product [Cl:1][C:2]1[C:3]([C:8]2([F:25])[CH2:17][CH2:16][C:11]3([O:15][CH2:14][CH2:13][O:12]3)[CH2:10][CH2:9]2)=[N:4][CH:5]=[CH:6][CH:7]=1, predict the reactants needed to synthesize it. The reactants are: [Cl:1][C:2]1[C:3]([C:8]2(O)[CH2:17][CH2:16][C:11]3([O:15][CH2:14][CH2:13][O:12]3)[CH2:10][CH2:9]2)=[N:4][CH:5]=[CH:6][CH:7]=1.C(N(S(F)(F)[F:25])CC)C. (3) Given the product [Br:1][C:2]1[C:3]([CH2:21][Br:22])=[CH:4][C:5]([NH:13][C:14]([O:16][C:17]([CH3:20])([CH3:19])[CH3:18])=[O:15])=[C:6]([CH:12]=1)[C:7]([O:9][CH2:10][CH3:11])=[O:8], predict the reactants needed to synthesize it. The reactants are: [Br:1][C:2]1[C:3]([CH3:21])=[CH:4][C:5]([NH:13][C:14]([O:16][C:17]([CH3:20])([CH3:19])[CH3:18])=[O:15])=[C:6]([CH:12]=1)[C:7]([O:9][CH2:10][CH3:11])=[O:8].[Br:22]CC1C=C(C=CC=1S(CC)(=O)=O)C#N.